Predict the reactants needed to synthesize the given product. From a dataset of Full USPTO retrosynthesis dataset with 1.9M reactions from patents (1976-2016). (1) Given the product [CH2:1]([O:8][C:9]([N:11]1[CH2:15][CH2:14][C@H:13]([O:16][CH2:17][CH2:18][O:19][CH2:20][CH2:21][OH:22])[CH2:12]1)=[O:10])[C:2]1[CH:7]=[CH:6][CH:5]=[CH:4][CH:3]=1, predict the reactants needed to synthesize it. The reactants are: [CH2:1]([O:8][C:9]([N:11]1[CH2:15][CH2:14][C@H:13]([O:16][CH2:17][CH2:18][O:19][CH2:20][C:21](OC)=[O:22])[CH2:12]1)=[O:10])[C:2]1[CH:7]=[CH:6][CH:5]=[CH:4][CH:3]=1.[H-].[Al+3].[Li+].[H-].[H-].[H-]. (2) Given the product [C:1]([O:5][C:6]([N:8]1[CH2:12][CH2:11][CH:10]([C:32]([CH:27]2[CH2:31][CH2:30][CH2:29][CH2:28]2)=[O:33])[C:9]1=[O:13])=[O:7])([CH3:4])([CH3:2])[CH3:3], predict the reactants needed to synthesize it. The reactants are: [C:1]([O:5][C:6]([N:8]1[CH2:12][CH2:11][CH2:10][C:9]1=[O:13])=[O:7])([CH3:4])([CH3:3])[CH3:2].C1COCC1.C([N-]C(C)C)(C)C.[Li+].[CH:27]1([C:32](Cl)=[O:33])[CH2:31][CH2:30][CH2:29][CH2:28]1. (3) Given the product [C:1]([O:5][C:6](=[O:13])[CH2:7][O:8][CH2:9][CH2:10][CH:11]=[O:12])([CH3:4])([CH3:2])[CH3:3], predict the reactants needed to synthesize it. The reactants are: [C:1]([O:5][C:6](=[O:13])[CH2:7][O:8][CH2:9][CH2:10][CH2:11][OH:12])([CH3:4])([CH3:3])[CH3:2].C(N(CC)CC)C.[Cl-].[NH4+]. (4) Given the product [OH:10][CH2:1][C:2]1[CH:3]=[C:4]([CH:7]=[CH:8][CH:9]=1)[CH:5]=[O:6], predict the reactants needed to synthesize it. The reactants are: [CH:1](=[O:10])[C:2]1[CH:9]=[CH:8][CH:7]=[C:4]([CH:5]=[O:6])[CH:3]=1.[BH4-].[Na+]. (5) The reactants are: [C:1]1([CH2:7][CH2:8][S:9]([NH2:12])(=[O:11])=[O:10])[CH:6]=[CH:5][CH:4]=[CH:3][CH:2]=1.[Cl:13][S:14](O)(=[O:16])=[O:15]. Given the product [S:9]([CH2:8][CH2:7][C:1]1[CH:2]=[CH:3][C:4]([S:14]([Cl:13])(=[O:16])=[O:15])=[CH:5][CH:6]=1)(=[O:10])(=[O:11])[NH2:12], predict the reactants needed to synthesize it. (6) Given the product [CH3:1][C:2]1[CH:7]=[CH:6][C:5]([CH3:8])=[CH:4][C:3]=1[O:9][C:14](=[O:16])[CH3:15], predict the reactants needed to synthesize it. The reactants are: [CH3:1][C:2]1[CH:7]=[CH:6][C:5]([CH3:8])=[CH:4][C:3]=1[OH:9].C(Cl)(Cl)Cl.[C:14](Cl)(=[O:16])[CH3:15]. (7) Given the product [Cl:1][C:2]1[CH:3]=[CH:4][CH:5]=[C:6]2[C:11]=1[C:10]([C:12]1[N:13]=[C:37]([CH3:38])[O:15][N:14]=1)=[N:9][C:8]([C@@H:16]([NH:18][C:19]1[N:27]=[CH:26][N:25]=[C:24]3[C:20]=1[N:21]=[CH:22][N:23]3[CH2:28][C:29]1[CH:30]=[CH:31][C:32]([O:35][CH3:36])=[CH:33][CH:34]=1)[CH3:17])=[CH:7]2, predict the reactants needed to synthesize it. The reactants are: [Cl:1][C:2]1[CH:3]=[CH:4][CH:5]=[C:6]2[C:11]=1[C:10](/[C:12](=[N:14]/[OH:15])/[NH2:13])=[N:9][C:8]([C@@H:16]([NH:18][C:19]1[N:27]=[CH:26][N:25]=[C:24]3[C:20]=1[N:21]=[CH:22][N:23]3[CH2:28][C:29]1[CH:34]=[CH:33][C:32]([O:35][CH3:36])=[CH:31][CH:30]=1)[CH3:17])=[CH:7]2.[C:37](OC(=O)C)(=O)[CH3:38]. (8) Given the product [Cl:17][CH2:18][C:19]([N:4]([CH2:2][CH3:3])[CH2:5][C:6]([F:9])([F:8])[F:7])=[O:20], predict the reactants needed to synthesize it. The reactants are: Cl.[CH2:2]([NH:4][CH2:5][C:6]([F:9])([F:8])[F:7])[CH3:3].C(N(CC)CC)C.[Cl:17][CH2:18][C:19](Cl)=[O:20]. (9) Given the product [CH3:25][C:20]1[C:19]([CH2:14][S:1][C:2]2[CH:3]=[CH:4][C:5]([CH2:8][C:9]([OH:11])=[O:10])=[CH:6][CH:7]=2)=[C:23]([CH3:24])[O:22][N:21]=1, predict the reactants needed to synthesize it. The reactants are: [SH:1][C:2]1[CH:7]=[CH:6][C:5]([CH2:8][C:9]([OH:11])=[O:10])=[CH:4][CH:3]=1.ClC1C=CC=C[C:14]=1[C:19]1[C:20]([CH3:25])=[N:21][O:22][C:23]=1[CH3:24].[OH-].[K+].Cl.